Dataset: CYP2C9 inhibition data for predicting drug metabolism from PubChem BioAssay. Task: Regression/Classification. Given a drug SMILES string, predict its absorption, distribution, metabolism, or excretion properties. Task type varies by dataset: regression for continuous measurements (e.g., permeability, clearance, half-life) or binary classification for categorical outcomes (e.g., BBB penetration, CYP inhibition). Dataset: cyp2c9_veith. (1) The molecule is CC(=O)NC1(c2cccc(F)c2)CCN(CC(=O)NC2CCCCC2)CC1. The result is 0 (non-inhibitor). (2) The compound is C[Si](C)(C)C#Cc1ccccc1NC(=S)Nc1ccccc1. The result is 1 (inhibitor). (3) The molecule is NC(N)=NC(N)=Nc1c(F)c(F)c(F)c(F)c1F. The result is 0 (non-inhibitor). (4) The result is 1 (inhibitor). The molecule is COc1cc(C2C(=O)N(C3CCCC3)CC(=O)N2Cc2ccco2)ccc1OC(C)C. (5) The compound is Cn1c(=O)c(CCc2ccccc2)nc2cnc(N3CCOCC3)nc21. The result is 0 (non-inhibitor).